From a dataset of Full USPTO retrosynthesis dataset with 1.9M reactions from patents (1976-2016). Predict the reactants needed to synthesize the given product. (1) Given the product [CH2:15]([O:1][C:2]1[CH:3]=[C:4]([CH:7]=[CH:8][CH:9]=1)[CH2:5][OH:6])[C:14]#[CH:13], predict the reactants needed to synthesize it. The reactants are: [OH:1][C:2]1[CH:3]=[C:4]([CH:7]=[CH:8][CH:9]=1)[CH2:5][OH:6].C[O-].[Na+].[CH2:13](Cl)[C:14]#[CH:15]. (2) Given the product [C:1]([O:5][C:6](=[O:39])[CH2:7][C@@:8]1([C:23]([NH:25][CH:26]2[CH2:27][CH2:28][N:29]([C:32]([O:34][C:35]([CH3:38])([CH3:37])[CH3:36])=[O:33])[CH2:30][CH2:31]2)=[O:24])[C@H:12]([CH3:13])[CH2:11][N:10]([CH2:14][C:15]2[C:20]([Cl:21])=[CH:19][CH:18]=[CH:17][C:16]=2[Cl:22])[CH2:9]1)([CH3:4])([CH3:2])[CH3:3], predict the reactants needed to synthesize it. The reactants are: [C:1]([O:5][C:6](=[O:39])[CH2:7][C:8]1([C:23]([NH:25][CH:26]2[CH2:31][CH2:30][N:29]([C:32]([O:34][C:35]([CH3:38])([CH3:37])[CH3:36])=[O:33])[CH2:28][CH2:27]2)=[O:24])[CH:12]([CH3:13])[CH2:11][N:10]([CH2:14][C:15]2[C:20]([Cl:21])=[CH:19][CH:18]=[CH:17][C:16]=2[Cl:22])[CH2:9]1)([CH3:4])([CH3:3])[CH3:2]. (3) Given the product [NH:37]1[C:38]2[C:34](=[C:33]([C:2]3[N:3]=[C:4]([N:19]4[CH2:24][CH2:23][O:22][CH2:21][CH2:20]4)[C:5]4[S:10][C:9]([CH2:11][NH:12][CH2:13][CH2:14][S:15]([CH3:18])(=[O:17])=[O:16])=[CH:8][C:6]=4[N:7]=3)[CH:41]=[CH:40][CH:39]=2)[CH:35]=[N:36]1, predict the reactants needed to synthesize it. The reactants are: Cl[C:2]1[N:3]=[C:4]([N:19]2[CH2:24][CH2:23][O:22][CH2:21][CH2:20]2)[C:5]2[S:10][C:9]([CH2:11][NH:12][CH2:13][CH2:14][S:15]([CH3:18])(=[O:17])=[O:16])=[CH:8][C:6]=2[N:7]=1.CC1(C)C(C)(C)OB([C:33]2[CH:41]=[CH:40][CH:39]=[C:38]3[C:34]=2[CH:35]=[N:36][NH:37]3)O1. (4) Given the product [F:1][CH:2]1[CH2:8][CH2:7][CH2:6][C:5]2[CH:9]=[CH:10][CH:11]=[CH:12][C:4]=2[CH:3]1[N:13]([O:14][CH3:15])[C:30]([C:29]1[C:25]([CH:24]([F:34])[F:23])=[N:26][N:27]([CH3:33])[CH:28]=1)=[O:31], predict the reactants needed to synthesize it. The reactants are: [F:1][CH:2]1[CH2:8][CH2:7][CH2:6][C:5]2[CH:9]=[CH:10][CH:11]=[CH:12][C:4]=2[CH:3]1[NH:13][O:14][CH3:15].C(N(CC)CC)C.[F:23][CH:24]([F:34])[C:25]1[C:29]([C:30](Cl)=[O:31])=[CH:28][N:27]([CH3:33])[N:26]=1. (5) The reactants are: FC1C=CC(NC2[O:10]C(C3C=CC(C#N)=CC=3)=CN=2)=CC=1.C(OP(C(C1C=CC(CBr)=CC=1Br)(F)F)(=O)OCC)C.[CH2:42]([O:44][P:45]([C:50]([C:53]1[CH:58]=[CH:57][C:56]([CH2:59][N:60]([C:68]2[O:69][C:70]([C:73]3[CH:78]=[CH:77][C:76]([C:79]#[N:80])=[CH:75][CH:74]=3)=[CH:71][N:72]=2)[C:61]2[CH:66]=[CH:65][C:64]([F:67])=[CH:63][CH:62]=2)=[CH:55][C:54]=1[Br:81])([F:52])[F:51])(=[O:49])[O:46][CH2:47][CH3:48])[CH3:43].C(=O)([O-])[O-].[K+].[K+].OO. Given the product [CH2:42]([O:44][P:45]([C:50]([C:53]1[CH:58]=[CH:57][C:56]([CH2:59][N:60]([C:68]2[O:69][C:70]([C:73]3[CH:74]=[CH:75][C:76]([C:79]#[N:80])=[CH:77][CH:78]=3)=[CH:71][N:72]=2)[C:61]2[CH:62]=[CH:63][C:64]([F:67])=[CH:65][CH:66]=2)=[CH:55][C:54]=1[Br:81])([F:51])[F:52])(=[O:49])[O:46][CH2:47][CH3:48])[CH3:43].[CH2:42]([O:44][P:45]([C:50]([C:53]1[CH:58]=[CH:57][C:56]([CH2:59][N:60]([C:68]2[O:69][C:70]([C:73]3[CH:74]=[CH:75][C:76]([C:79](=[O:10])[NH2:80])=[CH:77][CH:78]=3)=[CH:71][N:72]=2)[C:61]2[CH:62]=[CH:63][C:64]([F:67])=[CH:65][CH:66]=2)=[CH:55][C:54]=1[Br:81])([F:51])[F:52])(=[O:49])[O:46][CH2:47][CH3:48])[CH3:43], predict the reactants needed to synthesize it.